Dataset: Forward reaction prediction with 1.9M reactions from USPTO patents (1976-2016). Task: Predict the product of the given reaction. (1) Given the reactants Br[C:2]1[CH:10]=[CH:9][C:5]2[N:6]=[CH:7][NH:8][C:4]=2[CH:3]=1.[CH2:11]([NH:18][CH2:19][C:20]1[CH:25]=[CH:24][CH:23]=[CH:22][CH:21]=1)[C:12]1[CH:17]=[CH:16][CH:15]=[CH:14][CH:13]=1.C1(P(C2CCCCC2)C2C=CC=CC=2C2C=CC=CC=2N(C)C)CCCCC1.C[Si]([N-][Si](C)(C)C)(C)C.[Li+].C1COCC1, predict the reaction product. The product is: [CH2:19]([N:18]([CH2:11][C:12]1[CH:17]=[CH:16][CH:15]=[CH:14][CH:13]=1)[C:2]1[CH:10]=[CH:9][C:5]2[NH:6][CH:7]=[N:8][C:4]=2[CH:3]=1)[C:20]1[CH:25]=[CH:24][CH:23]=[CH:22][CH:21]=1. (2) Given the reactants [NH2:1][C@H:2]([CH2:6][C@H:7]([NH:23][C:24]([C:26]1[NH:27][N:28]=[N:29][CH:30]=1)=[O:25])[CH2:8][C:9]1[CH:14]=[CH:13][C:12]([C:15]2[CH:20]=[C:19]([Cl:21])[CH:18]=[CH:17][C:16]=2[F:22])=[CH:11][CH:10]=1)[C:3]([OH:5])=[O:4].Cl.O1CCO[CH2:34][CH2:33]1, predict the reaction product. The product is: [CH2:33]([O:4][C:3](=[O:5])[C@H:2]([NH2:1])[CH2:6][C@H:7]([NH:23][C:24]([C:26]1[NH:27][N:28]=[N:29][CH:30]=1)=[O:25])[CH2:8][C:9]1[CH:10]=[CH:11][C:12]([C:15]2[CH:20]=[C:19]([Cl:21])[CH:18]=[CH:17][C:16]=2[F:22])=[CH:13][CH:14]=1)[CH3:34].